Dataset: Reaction yield outcomes from USPTO patents with 853,638 reactions. Task: Predict the reaction yield, written as a fraction of the theoretical maximum amount of product (1.0 means a 100% yield; for example, 0.34 means a 34% yield). (1) The catalyst is O.C1C=CC(P(C2C=CC=CC=2)[C-]2C=CC=C2)=CC=1.C1C=CC(P(C2C=CC=CC=2)[C-]2C=CC=C2)=CC=1.Cl[Pd]Cl.[Fe+2]. The yield is 0.740. The product is [CH3:15][C:16]1([CH3:30])[CH2:21][O:20][B:19]([C:2]2[CH:7]=[CH:6][C:5]([C:8]([OH:14])([CH3:13])[C:9]([F:12])([F:11])[F:10])=[CH:4][CH:3]=2)[O:18][CH2:17]1. The reactants are Br[C:2]1[CH:7]=[CH:6][C:5]([C:8]([OH:14])([CH3:13])[C:9]([F:12])([F:11])[F:10])=[CH:4][CH:3]=1.[CH3:15][C:16]1([CH3:30])[CH2:21][O:20][B:19]([B:19]2[O:20][CH2:21][C:16]([CH3:30])([CH3:15])[CH2:17][O:18]2)[O:18][CH2:17]1.C([O-])(=O)C.[K+]. (2) The reactants are C[O:2][C:3]([C:5]1[C:14]2[C:9](=[CH:10][CH:11]=[CH:12][CH:13]=2)[CH:8]=[CH:7][CH:6]=1)=[O:4].[OH-].[Li+]. The catalyst is CO.O. The product is [C:5]1([C:3]([OH:4])=[O:2])[C:14]2[C:9](=[CH:10][CH:11]=[CH:12][CH:13]=2)[CH:8]=[CH:7][CH:6]=1. The yield is 0.130. (3) The reactants are [Cl:1][C:2]1[CH:15]=[CH:14][C:5]([C:6]([CH2:8][C:9]([O:11][CH2:12][CH3:13])=[O:10])=[O:7])=[CH:4][CH:3]=1.[C:16]1(=O)[CH:21]=[CH:20][C:19](=[O:22])[CH:18]=[CH:17]1. The catalyst is C(O)C.CC(OC)(C)C.[Cl-].[Zn+2].[Cl-]. The product is [Cl:1][C:2]1[CH:3]=[CH:4][C:5]([C:6]2[O:7][C:16]3[CH:21]=[CH:20][C:19]([OH:22])=[CH:18][C:17]=3[C:8]=2[C:9]([O:11][CH2:12][CH3:13])=[O:10])=[CH:14][CH:15]=1. The yield is 0.440. (4) The yield is 0.862. The catalyst is C(OCC)(=O)C. The product is [ClH:35].[F:27][C:2]([F:1])([F:28])[C:3]1[CH:8]=[CH:7][CH:6]=[CH:5][C:4]=1[C:9]1[C:19]2[O:18][CH2:17][CH2:16][NH:15][CH2:14][C:13]=2[CH:12]=[CH:11][CH:10]=1. The reactants are [F:1][C:2]([F:28])([F:27])[C:3]1[CH:8]=[CH:7][CH:6]=[CH:5][C:4]=1[C:9]1[C:19]2[O:18][CH2:17][CH2:16][N:15](C(OC(C)(C)C)=O)[CH2:14][C:13]=2[CH:12]=[CH:11][CH:10]=1.C(OCC)(=O)C.[ClH:35]. (5) The reactants are [Cl:1][C:2]1[CH:7]=[CH:6][C:5](/[CH:8]=[CH:9]/B(O)O)=[CH:4][CH:3]=1.Br[C:14]1[C:18]([CH:19]=[O:20])=[CH:17][S:16][CH:15]=1.[O-]P([O-])([O-])=O.[K+].[K+].[K+].C(#N)C. The catalyst is O.CC([O-])=O.CC([O-])=O.[Pd+2]. The product is [Cl:1][C:2]1[CH:7]=[CH:6][C:5]([CH:8]=[CH:9][C:14]2[C:18]([CH:19]=[O:20])=[CH:17][S:16][CH:15]=2)=[CH:4][CH:3]=1. The yield is 0.540.